This data is from Reaction yield outcomes from USPTO patents with 853,638 reactions. The task is: Predict the reaction yield, written as a fraction of the theoretical maximum amount of product (1.0 means a 100% yield; for example, 0.34 means a 34% yield). (1) The reactants are [Br:1][C:2]1[CH:7]=[C:6]([N+:8]([O-:10])=[O:9])[CH:5]=[CH:4][C:3]=1[OH:11].C1(P(C2C=CC=CC=2)C2C=CC=CC=2)C=CC=CC=1.[F:31][C:32]1[CH:33]=[C:34]([CH:37]=[CH:38][CH:39]=1)[CH2:35]O.CC(OC(/N=N/C(OC(C)C)=O)=O)C. The catalyst is C1COCC1.O.CCOC(C)=O. The product is [Br:1][C:2]1[CH:7]=[C:6]([N+:8]([O-:10])=[O:9])[CH:5]=[CH:4][C:3]=1[O:11][CH2:35][C:34]1[CH:37]=[CH:38][CH:39]=[C:32]([F:31])[CH:33]=1. The yield is 0.680. (2) The reactants are Cl.[CH2:2]([O:4][C:5]([C:7]1[CH:8]=[N:9][N:10]([C:12]2[N:21](COCC[Si](C)(C)C)[C:20](=[O:30])[C:19]3[C:14](=[CH:15][CH:16]=[C:17]([NH:31][C:32](=[O:39])[C:33]4[CH:38]=[CH:37][CH:36]=[CH:35][CH:34]=4)[CH:18]=3)[N:13]=2)[CH:11]=1)=[O:6])[CH3:3].O1CCOCC1. The catalyst is CCOCC. The product is [CH2:2]([O:4][C:5]([C:7]1[CH:8]=[N:9][N:10]([C:12]2[NH:21][C:20](=[O:30])[C:19]3[C:14](=[CH:15][CH:16]=[C:17]([NH:31][C:32](=[O:39])[C:33]4[CH:34]=[CH:35][CH:36]=[CH:37][CH:38]=4)[CH:18]=3)[N:13]=2)[CH:11]=1)=[O:6])[CH3:3]. The yield is 0.860. (3) The reactants are Br[C:2]1[CH:11]=[CH:10][CH:9]=[C:8]2[C:3]=1[CH:4]=[CH:5][C:6]([CH2:12][CH:13]1[CH2:17][CH2:16][N:15]([CH:18]3[CH2:23][CH2:22][CH2:21][CH2:20][CH2:19]3)[C:14]1=[O:24])=[CH:7]2.[CH3:25][O:26][C:27]([C:29]1[CH:34]=[CH:33][C:32](B(O)O)=[CH:31][CH:30]=1)=[O:28].[Li+].[Cl-].C([O-])([O-])=O.[Na+].[Na+]. The catalyst is C1C=CC([P]([Pd]([P](C2C=CC=CC=2)(C2C=CC=CC=2)C2C=CC=CC=2)([P](C2C=CC=CC=2)(C2C=CC=CC=2)C2C=CC=CC=2)[P](C2C=CC=CC=2)(C2C=CC=CC=2)C2C=CC=CC=2)(C2C=CC=CC=2)C2C=CC=CC=2)=CC=1.O.O1CCOCC1. The product is [CH:18]1([N:15]2[CH2:16][CH2:17][CH:13]([CH2:12][C:6]3[CH:7]=[C:8]4[C:3](=[CH:4][CH:5]=3)[C:2]([C:32]3[CH:33]=[CH:34][C:29]([C:27]([O:26][CH3:25])=[O:28])=[CH:30][CH:31]=3)=[CH:11][CH:10]=[CH:9]4)[C:14]2=[O:24])[CH2:19][CH2:20][CH2:21][CH2:22][CH2:23]1. The yield is 0.750. (4) The reactants are Cl.[Si:2]([O:19][CH2:20][CH2:21]/[CH:22]=[CH:23]/[C@@H:24]([NH2:29])[CH2:25][CH:26]([CH3:28])[CH3:27])([C:15]([CH3:18])([CH3:17])[CH3:16])([C:9]1[CH:14]=[CH:13][CH:12]=[CH:11][CH:10]=1)[C:3]1[CH:8]=[CH:7][CH:6]=[CH:5][CH:4]=1.CCN(CC)CC.Cl[C:38]([O:40][CH2:41][C:42]1[CH:47]=[CH:46][CH:45]=[CH:44][CH:43]=1)=[O:39]. The catalyst is C1COCC1.C(Cl)Cl.O. The product is [Si:2]([O:19][CH2:20][CH2:21]/[CH:22]=[CH:23]/[C@@H:24]([NH:29][C:38](=[O:39])[O:40][CH2:41][C:42]1[CH:47]=[CH:46][CH:45]=[CH:44][CH:43]=1)[CH2:25][CH:26]([CH3:27])[CH3:28])([C:15]([CH3:17])([CH3:18])[CH3:16])([C:9]1[CH:10]=[CH:11][CH:12]=[CH:13][CH:14]=1)[C:3]1[CH:4]=[CH:5][CH:6]=[CH:7][CH:8]=1. The yield is 0.720. (5) The reactants are [NH2:1][C:2]1[N:7]=[CH:6][C:5]([N:8]2[CH:13]3[CH2:14][CH2:15][CH:9]2[CH2:10][N:11]([C:16]([O:18][C:19]([CH3:22])([CH3:21])[CH3:20])=[O:17])[CH2:12]3)=[CH:4][CH:3]=1.Br[C:24]1[C:25](=[O:32])[N:26]([CH3:31])[CH:27]=[C:28]([Br:30])[CH:29]=1.CC1(C)C2C(=C(P(C3C=CC=CC=3)C3C=CC=CC=3)C=CC=2)OC2C(P(C3C=CC=CC=3)C3C=CC=CC=3)=CC=CC1=2.C([O-])([O-])=O.[Cs+].[Cs+]. The catalyst is C1C=CC(/C=C/C(/C=C/C2C=CC=CC=2)=O)=CC=1.C1C=CC(/C=C/C(/C=C/C2C=CC=CC=2)=O)=CC=1.C1C=CC(/C=C/C(/C=C/C2C=CC=CC=2)=O)=CC=1.[Pd].[Pd].O1CCOCC1. The product is [Br:30][C:28]1[CH:29]=[C:24]([NH:1][C:2]2[N:7]=[CH:6][C:5]([N:8]3[CH:9]4[CH2:15][CH2:14][CH:13]3[CH2:12][N:11]([C:16]([O:18][C:19]([CH3:22])([CH3:21])[CH3:20])=[O:17])[CH2:10]4)=[CH:4][CH:3]=2)[C:25](=[O:32])[N:26]([CH3:31])[CH:27]=1. The yield is 0.430.